Dataset: NCI-60 drug combinations with 297,098 pairs across 59 cell lines. Task: Regression. Given two drug SMILES strings and cell line genomic features, predict the synergy score measuring deviation from expected non-interaction effect. (1) Drug 1: C1CCN(CC1)CCOC2=CC=C(C=C2)C(=O)C3=C(SC4=C3C=CC(=C4)O)C5=CC=C(C=C5)O. Drug 2: COC1=C(C=C2C(=C1)N=CN=C2NC3=CC(=C(C=C3)F)Cl)OCCCN4CCOCC4. Cell line: SW-620. Synergy scores: CSS=4.84, Synergy_ZIP=-0.909, Synergy_Bliss=3.28, Synergy_Loewe=0.857, Synergy_HSA=-0.641. (2) Drug 1: CC1=C(C=C(C=C1)NC2=NC=CC(=N2)N(C)C3=CC4=NN(C(=C4C=C3)C)C)S(=O)(=O)N.Cl. Drug 2: N.N.Cl[Pt+2]Cl. Cell line: SR. Synergy scores: CSS=21.9, Synergy_ZIP=4.02, Synergy_Bliss=2.05, Synergy_Loewe=5.46, Synergy_HSA=4.84. (3) Drug 1: C1CC(=O)NC(=O)C1N2CC3=C(C2=O)C=CC=C3N. Drug 2: C1CN(CCN1C(=O)CCBr)C(=O)CCBr. Cell line: SK-MEL-2. Synergy scores: CSS=3.80, Synergy_ZIP=5.05, Synergy_Bliss=7.17, Synergy_Loewe=1.40, Synergy_HSA=2.05. (4) Drug 1: CN1C(=O)N2C=NC(=C2N=N1)C(=O)N. Drug 2: CC1=C2C(C(=O)C3(C(CC4C(C3C(C(C2(C)C)(CC1OC(=O)C(C(C5=CC=CC=C5)NC(=O)C6=CC=CC=C6)O)O)OC(=O)C7=CC=CC=C7)(CO4)OC(=O)C)O)C)OC(=O)C. Cell line: SW-620. Synergy scores: CSS=46.2, Synergy_ZIP=-0.587, Synergy_Bliss=1.16, Synergy_Loewe=-30.6, Synergy_HSA=0.380. (5) Drug 1: CC(C)(C#N)C1=CC(=CC(=C1)CN2C=NC=N2)C(C)(C)C#N. Drug 2: C1CCC(C(C1)N)N.C(=O)(C(=O)[O-])[O-].[Pt+4]. Cell line: IGROV1. Synergy scores: CSS=18.7, Synergy_ZIP=-6.54, Synergy_Bliss=-3.27, Synergy_Loewe=-2.66, Synergy_HSA=-2.89.